Task: Predict the product of the given reaction.. Dataset: Forward reaction prediction with 1.9M reactions from USPTO patents (1976-2016) (1) Given the reactants [CH2:1]([O:8][C:9]1[CH:18]=[C:17]2[C:12]([CH2:13][CH2:14][CH:15]([CH:19]=[CH:20][O:21]C)[O:16]2)=[CH:11][CH:10]=1)[C:2]1[CH:7]=[CH:6][CH:5]=[CH:4][CH:3]=1.Cl(O)(=O)(=O)=O.[NH4+].[OH-], predict the reaction product. The product is: [CH2:1]([O:8][C:9]1[CH:18]=[C:17]2[C:12]([CH2:13][CH2:14][CH:15]([CH2:19][CH:20]=[O:21])[O:16]2)=[CH:11][CH:10]=1)[C:2]1[CH:3]=[CH:4][CH:5]=[CH:6][CH:7]=1. (2) Given the reactants Cl[C:2]1[C:3]2[CH2:10][C:9](=[O:11])[NH:8][C:4]=2[N:5]=[CH:6][N:7]=1.[C:12]([N:19]1[CH2:24][CH2:23][NH:22][CH2:21][CH2:20]1)([O:14][C:15]([CH3:18])([CH3:17])[CH3:16])=[O:13].CCN(C(C)C)C(C)C, predict the reaction product. The product is: [C:12]([N:19]1[CH2:20][CH2:21][N:22]([C:6]2[N:7]=[CH:2][C:3]3[CH2:10][C:9](=[O:11])[NH:8][C:4]=3[N:5]=2)[CH2:23][CH2:24]1)([O:14][C:15]([CH3:18])([CH3:17])[CH3:16])=[O:13]. (3) Given the reactants Br[C:2]1[C:3]2[N:4]([N:8]=[C:9]([Cl:11])[N:10]=2)[CH:5]=[CH:6][CH:7]=1.[CH3:12][S:13]([C:16]1[CH:23]=[CH:22][CH:21]=[CH:20][C:17]=1[CH2:18][NH2:19])(=[O:15])=[O:14].Cl, predict the reaction product. The product is: [Cl:11][C:9]1[N:10]=[C:3]2[C:2]([NH:19][CH2:18][C:17]3[CH:20]=[CH:21][CH:22]=[CH:23][C:16]=3[S:13]([CH3:12])(=[O:15])=[O:14])=[CH:7][CH:6]=[CH:5][N:4]2[N:8]=1.